Task: Predict the reaction yield, written as a fraction of the theoretical maximum amount of product (1.0 means a 100% yield; for example, 0.34 means a 34% yield).. Dataset: Reaction yield outcomes from USPTO patents with 853,638 reactions (1) The reactants are [NH2:1][C:2]1[N:7]=[C:6]([CH3:8])[N:5]=[C:4]([C:9]2[CH:10]=[C:11]([C:25](=[O:27])[CH3:26])[CH:12]=[N:13][C:14]=2[NH:15][C:16]2[CH:17]=[N:18][C:19]([O:23][CH3:24])=[C:20]([F:22])[CH:21]=2)[N:3]=1.[CH3:28][Mg]Br. The catalyst is C1COCC1. The product is [NH2:1][C:2]1[N:7]=[C:6]([CH3:8])[N:5]=[C:4]([C:9]2[CH:10]=[C:11]([C:25]([OH:27])([CH3:28])[CH3:26])[CH:12]=[N:13][C:14]=2[NH:15][C:16]2[CH:17]=[N:18][C:19]([O:23][CH3:24])=[C:20]([F:22])[CH:21]=2)[N:3]=1. The yield is 0.340. (2) The reactants are [Cl:1][C:2]1[CH:7]=[C:6]([Cl:8])[CH:5]=[CH:4][C:3]=1[C:9]1[CH:13]=[C:12]([OH:14])[NH:11][N:10]=1.[OH-].[Na+].Cl[CH:18]([F:20])[F:19].O1CCOC[CH2:22]1. The catalyst is O. The product is [Cl:1][C:2]1[CH:7]=[C:6]([Cl:8])[CH:5]=[CH:4][C:3]=1[C:9]1[CH:13]=[C:12]([O:14][CH:18]([F:20])[F:19])[N:11]([CH3:22])[N:10]=1. The yield is 0.473. (3) The reactants are [CH2:1]([C:3]1[CH:4]=[C:5]([C:11]2[CH:16]=[CH:15][C:14]([C:17]3[CH:21]=[CH:20][N:19]([CH2:22][C:23]([NH:25][CH2:26][C:27]4[CH:28]=[N:29][CH:30]=[CH:31][CH:32]=4)=[O:24])[N:18]=3)=[CH:13][CH:12]=2)[CH:6]=[CH:7][C:8]=1[O:9]C)[CH3:2].C(=O)=O.CC(C)=O.B(Br)(Br)Br.CC#N. The catalyst is C(Cl)Cl.O. The product is [CH2:1]([C:3]1[CH:4]=[C:5]([C:11]2[CH:12]=[CH:13][C:14]([C:17]3[CH:21]=[CH:20][N:19]([CH2:22][C:23]([NH:25][CH2:26][C:27]4[CH:28]=[N:29][CH:30]=[CH:31][CH:32]=4)=[O:24])[N:18]=3)=[CH:15][CH:16]=2)[CH:6]=[CH:7][C:8]=1[OH:9])[CH3:2]. The yield is 0.480. (4) The reactants are [F:1][C:2]1[CH:3]=[C:4]2[C:9](=[CH:10][CH:11]=1)[N:8]=[CH:7][CH:6]=[C:5]2[N:12]1[CH2:17][CH2:16][CH:15]([CH:18]([CH2:22][CH3:23])[C:19]([OH:21])=O)[CH2:14][CH2:13]1.[Cl:24][C:25]1[CH:31]=[CH:30][C:28]([NH2:29])=[CH:27][CH:26]=1.CCN(C(C)C)C(C)C.C1CN([P+](ON2N=NC3C=CC=CC2=3)(N2CCCC2)N2CCCC2)CC1.F[P-](F)(F)(F)(F)F. The catalyst is CN(C=O)C. The product is [Cl:24][C:25]1[CH:31]=[CH:30][C:28]([NH:29][C:19](=[O:21])[CH:18]([CH:15]2[CH2:14][CH2:13][N:12]([C:5]3[C:4]4[C:9](=[CH:10][CH:11]=[C:2]([F:1])[CH:3]=4)[N:8]=[CH:7][CH:6]=3)[CH2:17][CH2:16]2)[CH2:22][CH3:23])=[CH:27][CH:26]=1. The yield is 0.0300. (5) The reactants are [F:1][C:2]1[CH:3]=[CH:4][C:5]([CH3:33])=[C:6]([CH:32]=1)[O:7][CH2:8][C:9]1[C:10]([C:23]2[CH:28]=[CH:27][C:26]([OH:29])=[CH:25][C:24]=2[O:30][CH3:31])=[CH:11][CH:12]=[C:13]2[C:18]=1[N:17]([CH3:19])[C:16](=[O:20])[C:15]([CH3:22])([CH3:21])[NH:14]2.[CH3:34][N:35]([C:39]1[CH:44]=[CH:43][CH:42]=[CH:41][CH:40]=1)[C:36](Cl)=[O:37]. The catalyst is N1C=CC=CC=1. The product is [F:1][C:2]1[CH:3]=[CH:4][C:5]([CH3:33])=[C:6]([CH:32]=1)[O:7][CH2:8][C:9]1[C:10]([C:23]2[CH:28]=[CH:27][C:26]([O:29][C:36]([N:35]([CH3:34])[C:39]3[CH:44]=[CH:43][CH:42]=[CH:41][CH:40]=3)=[O:37])=[CH:25][C:24]=2[O:30][CH3:31])=[CH:11][CH:12]=[C:13]2[C:18]=1[N:17]([CH3:19])[C:16](=[O:20])[C:15]([CH3:22])([CH3:21])[NH:14]2. The yield is 0.870.